This data is from TCR-epitope binding with 47,182 pairs between 192 epitopes and 23,139 TCRs. The task is: Binary Classification. Given a T-cell receptor sequence (or CDR3 region) and an epitope sequence, predict whether binding occurs between them. (1) The epitope is SSTFNVPMEKLK. The TCR CDR3 sequence is CASSLGMFDQPQHF. Result: 0 (the TCR does not bind to the epitope). (2) The epitope is FLKEKGGL. The TCR CDR3 sequence is CASGIGQGIALRELFF. Result: 1 (the TCR binds to the epitope). (3) The epitope is YEGNSPFHPL. The TCR CDR3 sequence is CASSFGAINEAFF. Result: 0 (the TCR does not bind to the epitope). (4) The epitope is LLWNGPMAV. The TCR CDR3 sequence is CASSFPNQPQHF. Result: 1 (the TCR binds to the epitope).